From a dataset of Reaction yield outcomes from USPTO patents with 853,638 reactions. Predict the reaction yield, written as a fraction of the theoretical maximum amount of product (1.0 means a 100% yield; for example, 0.34 means a 34% yield). The reactants are [C:1]1(P(C2C=CC=CC=2)C2C=CC=CC=2)C=CC=CC=1.Br[CH2:21][C:22]1[CH:23]=[C:24]([Cl:29])[C:25]([Cl:28])=[N:26][CH:27]=1. The catalyst is C(Cl)(Cl)Cl. The product is [Cl:28][C:25]1[C:24]([Cl:29])=[CH:23][C:22]([CH:21]=[CH2:1])=[CH:27][N:26]=1. The yield is 0.970.